From a dataset of Reaction yield outcomes from USPTO patents with 853,638 reactions. Predict the reaction yield, written as a fraction of the theoretical maximum amount of product (1.0 means a 100% yield; for example, 0.34 means a 34% yield). (1) The reactants are [C:1]([C:3]1[CH:4]=[CH:5][C:6]([F:33])=[C:7]([C:9]2[CH:14]=[CH:13][CH:12]=[C:11]([CH2:15][N:16]3[CH2:21][CH2:20][N:19]([C:22]([O:24][CH2:25][C:26]4[CH:31]=[CH:30][CH:29]=[CH:28][CH:27]=4)=[O:23])[C@@H:18]([CH3:32])[CH2:17]3)[CH:10]=2)[CH:8]=1)#[N:2].B. The catalyst is C1COCC1. The product is [NH2:2][CH2:1][C:3]1[CH:4]=[CH:5][C:6]([F:33])=[C:7]([C:9]2[CH:14]=[CH:13][CH:12]=[C:11]([CH2:15][N:16]3[CH2:21][CH2:20][N:19]([C:22]([O:24][CH2:25][C:26]4[CH:31]=[CH:30][CH:29]=[CH:28][CH:27]=4)=[O:23])[C@@H:18]([CH3:32])[CH2:17]3)[CH:10]=2)[CH:8]=1. The yield is 0.920. (2) The reactants are [F:1][C:2]1[CH:7]=[CH:6][C:5]([CH2:8][C:9]([OH:11])=O)=[CH:4][CH:3]=1.CN(C)C=O.C(Cl)(=O)C([Cl:20])=O. The catalyst is C1(C)C=CC=CC=1. The product is [F:1][C:2]1[CH:7]=[CH:6][C:5]([CH2:8][C:9]([Cl:20])=[O:11])=[CH:4][CH:3]=1. The yield is 0.990. (3) The reactants are [F:1][C:2]1[C:7]([CH:8]=O)=[C:6]([OH:10])[C:5]([O:11][CH3:12])=[CH:4][CH:3]=1.[CH2:13]1CCN2C(=NCCC2)C[CH2:14]1.[Br-].C(P(C1C=CC=CC=1)(C1C=CC=CC=1)C1C=CC=CC=1)=C. The catalyst is C(#N)C.O. The product is [F:1][C:2]1[CH:3]=[CH:4][C:5]([O:11][CH3:12])=[C:6]2[C:7]=1[CH:8]=[CH:13][CH2:14][O:10]2. The yield is 0.340. (4) The reactants are [CH3:1][C:2]1[C:6](=[O:7])[O:5][C@H:4]([O:8]/[CH:9]=[C:10]2\[C@H:11]3[CH2:18][CH:17]=[CH:16][C@H:12]3[NH:13][C:14]\2=[O:15])[CH:3]=1.[O:19]1CCOCC1. No catalyst specified. The product is [OH:19][C@H:18]1[C@H:11]2[C@H:12]([NH:13][C:14](=[O:15])/[C:10]/2=[CH:9]/[O:8][C@@H:4]2[CH:3]=[C:2]([CH3:1])[C:6](=[O:7])[O:5]2)[CH:16]=[CH:17]1. The yield is 0.440. (5) The reactants are [I:1][C:2]1[CH:3]=[C:4]([NH2:31])[C:5]([NH:8][CH:9]([C:11]2[CH:16]=[CH:15][C:14]([O:17][CH2:18][C:19]3[CH:20]=[N:21][C:22]([C:25]([F:28])([F:27])[F:26])=[CH:23][CH:24]=3)=[C:13]([O:29][CH3:30])[CH:12]=2)[CH3:10])=[CH:6][CH:7]=1.Cl[CH2:33]C1C=CC(C(F)(F)F)=NC=1.C(OCC)(OCC)OCC.O.C1(C)C=CC(S(O)(=O)=O)=CC=1. The catalyst is C(O)C. The product is [I:1][C:2]1[CH:7]=[CH:6][C:5]2[N:8]([CH:9]([C:11]3[CH:16]=[CH:15][C:14]([O:17][CH2:18][C:19]4[CH:20]=[N:21][C:22]([C:25]([F:26])([F:28])[F:27])=[CH:23][CH:24]=4)=[C:13]([O:29][CH3:30])[CH:12]=3)[CH3:10])[CH:33]=[N:31][C:4]=2[CH:3]=1. The yield is 0.760. (6) The reactants are [Cl:1][C:2]1[CH:7]=[C:6]([Cl:8])[CH:5]=[CH:4][C:3]=1[C:9]1[N:10]([C:25]2[CH:30]=[CH:29][C:28]([OH:31])=[CH:27][CH:26]=2)[C:11]([CH3:24])=[C:12]([C:14]([NH:16][C:17]2[CH:18]=[N:19][C:20]([F:23])=[CH:21][CH:22]=2)=[O:15])[N:13]=1.[F:32][C:33]([F:41])([F:40])[CH2:34][CH2:35][S:36](Cl)(=[O:38])=[O:37]. The catalyst is C(Cl)Cl. The product is [F:32][C:33]([F:41])([F:40])[CH2:34][CH2:35][S:36]([O:31][C:28]1[CH:27]=[CH:26][C:25]([N:10]2[C:11]([CH3:24])=[C:12]([C:14]([NH:16][C:17]3[CH:18]=[N:19][C:20]([F:23])=[CH:21][CH:22]=3)=[O:15])[N:13]=[C:9]2[C:3]2[CH:4]=[CH:5][C:6]([Cl:8])=[CH:7][C:2]=2[Cl:1])=[CH:30][CH:29]=1)(=[O:38])=[O:37]. The yield is 0.660. (7) The reactants are [NH2:1][C:2]1[CH:13]=[CH:12][C:5]([CH2:6][NH:7][S:8]([CH3:11])(=[O:10])=[O:9])=[CH:4][CH:3]=1.N1C=CC=CC=1.Cl[C:21]([O:23][C:24]1[CH:29]=[CH:28][CH:27]=[CH:26][CH:25]=1)=[O:22]. The catalyst is C(#N)C.O1CCCC1. The product is [CH3:11][S:8]([NH:7][CH2:6][C:5]1[CH:12]=[CH:13][C:2]([NH:1][C:21](=[O:22])[O:23][C:24]2[CH:29]=[CH:28][CH:27]=[CH:26][CH:25]=2)=[CH:3][CH:4]=1)(=[O:10])=[O:9]. The yield is 0.780. (8) The reactants are [C:1]([O:4][C@H:5]1[C@H:10]([O:11][C:12](=[O:14])[CH3:13])[C@@H:9]([O:15][C:16](=[O:18])[CH3:17])[C@H:8]([C:19]2[CH:24]=[CH:23][C:22]([Cl:25])=[C:21]([CH2:26][C:27]3[CH:32]=[CH:31][C:30]([OH:33])=[CH:29][CH:28]=3)[CH:20]=2)[O:7][CH:6]1Br)(=[O:3])[CH3:2].[CH3:35][OH:36]. No catalyst specified. The product is [C:16]([O:15][C@@H:9]1[C@@H:10]([O:11][C:12](=[O:14])[CH3:13])[C@H:5]([O:4][C:1](=[O:3])[CH3:2])[C@@H:6]([O:36][CH3:35])[O:7][C@H:8]1[C:19]1[CH:24]=[CH:23][C:22]([Cl:25])=[C:21]([CH2:26][C:27]2[CH:32]=[CH:31][C:30]([OH:33])=[CH:29][CH:28]=2)[CH:20]=1)(=[O:18])[CH3:17]. The yield is 0.650. (9) The reactants are [O:1]=[C:2]1[NH:7][C:6]2[CH:8]=[C:9]([CH2:12][N:13]3[CH2:18][CH2:17][N:16]([C:19]4[CH:27]=[CH:26][C:22]([C:23]([OH:25])=O)=[CH:21][CH:20]=4)[CH2:15][CH2:14]3)[CH:10]=[N:11][C:5]=2[N:4]2[CH2:28][CH2:29][S:30][CH2:31][C@@H:3]12.[CH2:32]([N:34](C(C)C)C(C)C)C.Cl.CN. The catalyst is CN(C=O)C. The product is [CH3:32][NH:34][C:23](=[O:25])[C:22]1[CH:26]=[CH:27][C:19]([N:16]2[CH2:15][CH2:14][N:13]([CH2:12][C:9]3[CH:10]=[N:11][C:5]4[N:4]5[CH2:28][CH2:29][S:30][CH2:31][C@H:3]5[C:2](=[O:1])[NH:7][C:6]=4[CH:8]=3)[CH2:18][CH2:17]2)=[CH:20][CH:21]=1. The yield is 0.490.